This data is from Full USPTO retrosynthesis dataset with 1.9M reactions from patents (1976-2016). The task is: Predict the reactants needed to synthesize the given product. (1) Given the product [CH3:1][C:2]1([CH3:12])[C:6](=[O:7])[CH2:5][CH2:4][C:3]1=[O:8], predict the reactants needed to synthesize it. The reactants are: [CH3:1][CH:2]1[C:6](=[O:7])[CH2:5][CH2:4][C:3]1=[O:8].[OH-].[K+].O1CCOC[CH2:12]1.CI. (2) Given the product [NH:3]1[CH:4]=[CH:5][N:1]=[C:2]1[CH:6]=[N:13][C:12]1[CH:14]=[CH:15][CH:16]=[C:10]([O:9][CH3:8])[CH:11]=1, predict the reactants needed to synthesize it. The reactants are: [NH:1]1[CH:5]=[CH:4][N:3]=[C:2]1[CH:6]=O.[CH3:8][O:9][C:10]1[CH:11]=[C:12]([CH:14]=[CH:15][CH:16]=1)[NH2:13]. (3) Given the product [NH2:16][C:15]1[C:10]2[N:11]([C:7]([C@@H:6]3[CH2:3][C@H:4]([CH2:39][NH:35][C:34](=[O:44])[CH3:33])[CH2:5]3)=[N:8][C:9]=2[C:17]2[CH:18]=[C:19]3[C:20]([CH:21]=[CH:22][C:23]([C:27]4[CH:32]=[CH:31][CH:30]=[CH:29][CH:28]=4)=[N:24]3)=[CH:25][CH:26]=2)[CH:12]=[CH:13][N:14]=1, predict the reactants needed to synthesize it. The reactants are: NC[CH:3]1[CH:6]([C:7]2[N:11]3[CH:12]=[CH:13][N:14]=[C:15]([NH2:16])[C:10]3=[C:9]([C:17]3[CH:26]=[C:25]4[C:20]([CH:21]=[CH:22][C:23]([C:27]5[CH:32]=[CH:31][CH:30]=[CH:29][CH:28]=5)=[N:24]4)=[CH:19][CH:18]=3)[N:8]=2)[CH2:5][CH2:4]1.[CH3:33][CH2:34][N:35]([CH:39](C)C)C(C)C.CC(OC(C)=O)=[O:44]. (4) Given the product [CH2:1]([C:3]1[CH:8]=[CH:7][C:6]([CH:9]2[CH2:14][N:13]([C:21]([O:23][C:24]3[CH:25]=[CH:26][C:27]([N+:30]([O-:32])=[O:31])=[CH:28][CH:29]=3)=[O:22])[CH2:12][CH:11]([C:15]([O:17][CH3:18])=[O:16])[CH2:10]2)=[CH:5][C:4]=1[F:19])[CH3:2], predict the reactants needed to synthesize it. The reactants are: [CH2:1]([C:3]1[CH:8]=[CH:7][C:6]([CH:9]2[CH2:14][NH:13][CH2:12][CH:11]([C:15]([O:17][CH3:18])=[O:16])[CH2:10]2)=[CH:5][C:4]=1[F:19])[CH3:2].Cl[C:21]([O:23][C:24]1[CH:29]=[CH:28][C:27]([N+:30]([O-:32])=[O:31])=[CH:26][CH:25]=1)=[O:22]. (5) Given the product [NH2:29][CH:30]([C:34]1[CH:39]=[CH:38][CH:37]=[CH:36][C:35]=1[O:40][CH3:41])[C:31]([N:9]([C:5]1[CH:6]=[CH:7][CH:8]=[C:3]([O:2][CH3:1])[CH:4]=1)[CH2:10][CH2:11][C:12]1[CH:17]=[CH:16][C:15]([C:18]([F:20])([F:19])[F:21])=[CH:14][CH:13]=1)=[O:32], predict the reactants needed to synthesize it. The reactants are: [CH3:1][O:2][C:3]1[CH:4]=[C:5]([NH:9][CH2:10][CH2:11][C:12]2[CH:17]=[CH:16][C:15]([C:18]([F:21])([F:20])[F:19])=[CH:14][CH:13]=2)[CH:6]=[CH:7][CH:8]=1.C(OC([NH:29][CH:30]([C:34]1[CH:39]=[CH:38][CH:37]=[CH:36][C:35]=1[O:40][CH3:41])[C:31](O)=[O:32])=O)(C)(C)C.Cl.CN(C)CCCN=C=NCC.Cl. (6) Given the product [F:1][C:2]1[CH:9]=[CH:8][C:5]([C:6]#[N:7])=[CH:4][C:3]=1[CH:20]([OH:21])[C:11]1[CH:12]=[CH:13][C:14]2[C:19](=[CH:18][CH:17]=[CH:16][CH:15]=2)[CH:10]=1, predict the reactants needed to synthesize it. The reactants are: [F:1][C:2]1[CH:9]=[CH:8][C:5]([C:6]#[N:7])=[CH:4][CH:3]=1.[CH:10]1[C:19]2[C:14](=[CH:15][CH:16]=[CH:17][CH:18]=2)[CH:13]=[CH:12][C:11]=1[CH:20]=[O:21].C([N-]C(C)C)(C)C.[Li+].